The task is: Predict the reaction yield, written as a fraction of the theoretical maximum amount of product (1.0 means a 100% yield; for example, 0.34 means a 34% yield).. This data is from Reaction yield outcomes from USPTO patents with 853,638 reactions. (1) The reactants are C(O)(=O)[C:2]1[CH:7]=[CH:6][N:5]=[CH:4][CH:3]=1.CC[N:12]([CH2:15]C)CC.C1(P(N=[N+]=[N-])(C2C=CC=CC=2)=[O:24])C=CC=CC=1.[CH3:34][O:35][C:36]1[CH:37]=[C:38]([C@@:44]23[CH2:52][CH2:51][C@@H:50]([NH2:53])[CH2:49][C@@H:48]2[N:47]([CH3:54])[CH2:46][CH2:45]3)[CH:39]=[CH:40][C:41]=1[O:42][CH3:43]. The catalyst is C1(C)C=CC=CC=1.C(Cl)Cl. The product is [CH3:34][O:35][C:36]1[CH:37]=[C:38]([C@@:44]23[CH2:52][CH2:51][C@@H:50]([NH:53][C:15]([NH:12][C:2]4[CH:3]=[CH:4][N:5]=[CH:6][CH:7]=4)=[O:24])[CH2:49][C@@H:48]2[N:47]([CH3:54])[CH2:46][CH2:45]3)[CH:39]=[CH:40][C:41]=1[O:42][CH3:43]. The yield is 0.00400. (2) The reactants are [Cl:1][C:2]1[C:3]([F:29])=[C:4]([CH:26]=[CH:27][CH:28]=1)[NH:5][C:6]1[C:15]2[C:10](=[CH:11][C:12]([O:24][CH3:25])=[C:13]([O:16][CH2:17][CH:18]3[CH2:23][CH2:22][NH:21][CH2:20][CH2:19]3)[CH:14]=2)[N:9]=[CH:8][N:7]=1.[CH:30]([N:33](C(C)C)CC)(C)C.N#CBr. The catalyst is C(Cl)Cl. The product is [Cl:1][C:2]1[C:3]([F:29])=[C:4]([CH:26]=[CH:27][CH:28]=1)[NH:5][C:6]1[C:15]2[C:10](=[CH:11][C:12]([O:24][CH3:25])=[C:13]([O:16][CH2:17][CH:18]3[CH2:23][CH2:22][N:21]([C:30]#[N:33])[CH2:20][CH2:19]3)[CH:14]=2)[N:9]=[CH:8][N:7]=1. The yield is 0.680. (3) The reactants are Cl[C:2]1[CH:7]=[CH:6][N:5]=[C:4]([C:8]2[C:16]3[C:11](=[CH:12][CH:13]=[C:14]([C:17]4[O:21][C:20]([NH:22][CH:23]([CH3:25])[CH3:24])=[N:19][N:18]=4)[CH:15]=3)[N:10](S(C3C=CC(C)=CC=3)(=O)=O)[CH:9]=2)[N:3]=1.[CH3:36][O-:37].[Na+]. The catalyst is CO. The product is [CH:23]([NH:22][C:20]1[O:21][C:17]([C:14]2[CH:15]=[C:16]3[C:11](=[CH:12][CH:13]=2)[NH:10][CH:9]=[C:8]3[C:4]2[N:3]=[C:2]([O:37][CH3:36])[CH:7]=[CH:6][N:5]=2)=[N:18][N:19]=1)([CH3:24])[CH3:25]. The yield is 0.610. (4) The reactants are [CH2:1]([N:8]([C:10]1([C:13]2[CH:18]=[CH:17][C:16](Br)=[CH:15][CH:14]=2)[CH2:12][CH2:11]1)[CH3:9])[C:2]1[CH:7]=[CH:6][CH:5]=[CH:4][CH:3]=1.[CH3:20][Si:21]([C:24]#[CH:25])([CH3:23])[CH3:22]. The catalyst is C(N(CC)CC)C.[Cu]I.Cl[Pd](Cl)([P](C1C=CC=CC=1)(C1C=CC=CC=1)C1C=CC=CC=1)[P](C1C=CC=CC=1)(C1C=CC=CC=1)C1C=CC=CC=1. The product is [CH2:1]([N:8]([C:10]1([C:13]2[CH:18]=[CH:17][C:16]([C:25]#[C:24][Si:21]([CH3:23])([CH3:22])[CH3:20])=[CH:15][CH:14]=2)[CH2:12][CH2:11]1)[CH3:9])[C:2]1[CH:7]=[CH:6][CH:5]=[CH:4][CH:3]=1. The yield is 0.840. (5) The reactants are [CH3:1][O:2][C:3]1[CH:8]=[CH:7][C:6]([N+:9]([O-:11])=[O:10])=[CH:5][C:4]=1[N:12]([CH3:17])[C:13](=O)[CH2:14][CH3:15].B.CSC. The catalyst is C1COCC1. The product is [CH3:1][O:2][C:3]1[CH:8]=[CH:7][C:6]([N+:9]([O-:11])=[O:10])=[CH:5][C:4]=1[N:12]([CH3:17])[CH2:13][CH2:14][CH3:15]. The yield is 0.960. (6) The reactants are [NH2:1][C:2]1[C:3]([CH3:13])=[C:4]([CH:9]=[C:10]([Br:12])[CH:11]=1)[C:5]([O:7][CH3:8])=[O:6].[O:14]1[CH2:19][CH2:18][C:17](=O)[CH2:16][CH2:15]1.C(O)(=O)C.C([BH3-])#N.[Na+]. The catalyst is CO. The product is [Br:12][C:10]1[CH:11]=[C:2]([NH:1][CH:17]2[CH2:18][CH2:19][O:14][CH2:15][CH2:16]2)[C:3]([CH3:13])=[C:4]([CH:9]=1)[C:5]([O:7][CH3:8])=[O:6]. The yield is 0.660. (7) The reactants are C(OC(=O)[N:7]([CH2:35][C:36]1[CH:41]=[CH:40][C:39]([Cl:42])=[CH:38][CH:37]=1)[C:8]1[S:9][C:10]([CH:14](O)[C:15]2[C:23]3[C:18](=[N:19][CH:20]=[CH:21][CH:22]=3)[N:17]([Si](C(C)C)(C(C)C)C(C)C)[CH:16]=2)=[C:11]([Cl:13])[N:12]=1)(C)(C)C.C([SiH](CC)CC)C.FC(F)(F)C(O)=O.O. The catalyst is C(#N)C. The product is [Cl:42][C:39]1[CH:40]=[CH:41][C:36]([CH2:35][NH:7][C:8]2[S:9][C:10]([CH2:14][C:15]3[C:23]4[C:18](=[N:19][CH:20]=[CH:21][CH:22]=4)[NH:17][CH:16]=3)=[C:11]([Cl:13])[N:12]=2)=[CH:37][CH:38]=1. The yield is 0.140.